Regression. Given two drug SMILES strings and cell line genomic features, predict the synergy score measuring deviation from expected non-interaction effect. From a dataset of NCI-60 drug combinations with 297,098 pairs across 59 cell lines. Drug 1: CC1=C2C(C(=O)C3(C(CC4C(C3C(C(C2(C)C)(CC1OC(=O)C(C(C5=CC=CC=C5)NC(=O)OC(C)(C)C)O)O)OC(=O)C6=CC=CC=C6)(CO4)OC(=O)C)OC)C)OC. Drug 2: CS(=O)(=O)CCNCC1=CC=C(O1)C2=CC3=C(C=C2)N=CN=C3NC4=CC(=C(C=C4)OCC5=CC(=CC=C5)F)Cl. Cell line: DU-145. Synergy scores: CSS=66.4, Synergy_ZIP=8.68, Synergy_Bliss=10.3, Synergy_Loewe=-11.1, Synergy_HSA=9.64.